This data is from Full USPTO retrosynthesis dataset with 1.9M reactions from patents (1976-2016). The task is: Predict the reactants needed to synthesize the given product. (1) Given the product [OH:1][C@@:2]1([C:9]#[C:10][C:11]2[CH:12]=[C:13]([N:17]3[C:25]4[CH:24]=[CH:23][N:22]=[CH:21][C:20]=4[C:19]([C:26]([NH2:30])=[O:28])=[N:18]3)[CH:14]=[CH:15][CH:16]=2)[CH2:6][CH2:5][N:4]([CH3:7])[C:3]1=[O:8], predict the reactants needed to synthesize it. The reactants are: [OH:1][C@@:2]1([C:9]#[C:10][C:11]2[CH:12]=[C:13]([N:17]3[C:25]4[CH:24]=[CH:23][N:22]=[CH:21][C:20]=4[C:19]([C:26]([O:28]C)=O)=[N:18]3)[CH:14]=[CH:15][CH:16]=2)[CH2:6][CH2:5][N:4]([CH3:7])[C:3]1=[O:8].[NH3:30]. (2) Given the product [N:1]1[C:10]2[C:5](=[CH:6][CH:7]=[CH:8][CH:9]=2)[CH:4]=[CH:3][C:2]=1[CH2:11][O:12][C:13]1[CH:14]=[C:15]([CH:27]=[CH:28][CH:29]=1)[C:16]([NH:18][C:19]1[CH:20]=[C:21]([C:22]2[NH:32][N:31]=[N:30][N:23]=2)[CH:24]=[CH:25][CH:26]=1)=[O:17], predict the reactants needed to synthesize it. The reactants are: [N:1]1[C:10]2[C:5](=[CH:6][CH:7]=[CH:8][CH:9]=2)[CH:4]=[CH:3][C:2]=1[CH2:11][O:12][C:13]1[CH:14]=[C:15]([CH:27]=[CH:28][CH:29]=1)[C:16]([NH:18][C:19]1[CH:20]=[C:21]([CH:24]=[CH:25][CH:26]=1)[C:22]#[N:23])=[O:17].[N-:30]=[N+:31]=[N-:32].[Na+].Cl.N1C=CC=CC=1.O. (3) Given the product [CH3:1][O:2][C:3]1[N:4]=[C:5]2[C:10](=[CH:11][CH:12]=1)[N:9]=[CH:8][CH:7]=[C:6]2[C:13]1[N:14]=[C:15]([CH2:18][CH2:19][NH2:20])[S:16][CH:17]=1, predict the reactants needed to synthesize it. The reactants are: [CH3:1][O:2][C:3]1[N:4]=[C:5]2[C:10](=[CH:11][CH:12]=1)[N:9]=[CH:8][CH:7]=[C:6]2[C:13]1[N:14]=[C:15]([CH2:18][CH2:19][NH:20]C(=O)OC(C)(C)C)[S:16][CH:17]=1. (4) The reactants are: [C:1]([C:3](=[C:9]([S:12][CH3:13])SC)[C:4]([O:6][CH2:7][CH3:8])=[O:5])#[N:2].[NH:14]1[CH2:18][CH2:17][CH2:16][CH2:15]1. Given the product [C:1](/[C:3](=[C:9](/[S:12][CH3:13])\[N:14]1[CH2:18][CH2:17][CH2:16][CH2:15]1)/[C:4]([O:6][CH2:7][CH3:8])=[O:5])#[N:2], predict the reactants needed to synthesize it. (5) Given the product [CH2:54]([O:53][C:51]([C:50]1[C:56]([CH:57]([F:58])[F:59])=[N:43][N:42]([C:38]([CH3:41])([CH3:40])[CH3:39])[C:48]=1[C:47]([F:64])([F:63])[F:46])=[O:52])[CH3:55], predict the reactants needed to synthesize it. The reactants are: B(F)(F)F.CCOCC.CN(C(F)(F)C(F)F)C.FC(F)(F)C(=O)CC(OCC)=O.N1C=CC=CC=1.Cl.[C:38]([NH:42][NH2:43])([CH3:41])([CH3:40])[CH3:39].[OH-].[K+].[F:46][C:47]([F:64])([F:63])[C:48]([C:50](=[C:56](N(C)C)[CH:57]([F:59])[F:58])[C:51]([O:53][CH2:54][CH3:55])=[O:52])=O. (6) Given the product [NH:11]1[C:10]2[CH:9]=[CH:8][CH:7]=[C:6]([C:4](=[O:5])[CH3:17])[C:14]=2[N:13]=[CH:12]1, predict the reactants needed to synthesize it. The reactants are: CON(C)[C:4]([C:6]1[C:14]2[N:13]=[CH:12][NH:11][C:10]=2[CH:9]=[CH:8][CH:7]=1)=[O:5].[Li][CH3:17].[NH4+].[Cl-].O. (7) Given the product [Cl:6][C:7]1[CH:12]=[CH:11][CH:10]=[CH:9][C:8]=1[CH:13]1[CH2:24][C:23]2[N:22]([CH2:25][CH2:26][O:27][CH2:28][CH2:29][O:30][CH2:31][CH3:32])[C:21]([CH:39]=[O:40])=[CH:20][C:19]=2[CH:18]2[CH:14]1[C:15](=[O:34])[NH:16][C:17]2=[O:33], predict the reactants needed to synthesize it. The reactants are: O=P(Cl)(Cl)Cl.[Cl:6][C:7]1[CH:12]=[CH:11][CH:10]=[CH:9][C:8]=1[CH:13]1[CH2:24][C:23]2[N:22]([CH2:25][CH2:26][O:27][CH2:28][CH2:29][O:30][CH2:31][CH3:32])[CH:21]=[CH:20][C:19]=2[CH:18]2[CH:14]1[C:15](=[O:34])[NH:16][C:17]2=[O:33].[OH-].[Na+].CN(C)[CH:39]=[O:40]. (8) Given the product [NH2:1][C:2]1[N:3]([CH3:26])[C:4](=[O:25])[C:5]2([C:15]3[C:10](=[CH:11][CH:12]=[C:13]([C:33]4[CH:34]=[C:29]([CH:30]=[CH:31][CH:32]=4)[C:27]#[N:28])[CH:14]=3)[O:9][CH:8]([C:17]3[CH:22]=[CH:21][CH:20]=[C:19]([F:23])[C:18]=3[F:24])[CH2:7]2)[N:6]=1, predict the reactants needed to synthesize it. The reactants are: [NH2:1][C:2]1[N:3]([CH3:26])[C:4](=[O:25])[C:5]2([C:15]3[C:10](=[CH:11][CH:12]=[C:13](Br)[CH:14]=3)[O:9][CH:8]([C:17]3[CH:22]=[CH:21][CH:20]=[C:19]([F:23])[C:18]=3[F:24])[CH2:7]2)[N:6]=1.[C:27]([C:29]1[CH:30]=[C:31](B(O)O)[CH:32]=[CH:33][CH:34]=1)#[N:28].C(=O)([O-])[O-].[Cs+].[Cs+].